The task is: Predict the product of the given reaction.. This data is from Forward reaction prediction with 1.9M reactions from USPTO patents (1976-2016). (1) The product is: [CH3:33][N:34]([CH3:35])[C:17]([C:15]1[N:16]=[C:12]([C@H:8]([CH2:9][CH:10]=[CH2:11])[CH2:7][C:6]([O:5][C:1]([CH3:4])([CH3:3])[CH3:2])=[O:20])[O:13][CH:14]=1)=[O:18]. Given the reactants [C:1]([O:5][C:6](=[O:20])[CH2:7][C@H:8]([C:12]1[O:13][CH:14]=[C:15]([C:17](O)=[O:18])[N:16]=1)[CH2:9][CH:10]=[CH2:11])([CH3:4])([CH3:3])[CH3:2].O.ON1C2C=CC=CC=2N=N1.Cl.[CH3:33][NH:34][CH3:35].C(N(CC)C(C)C)(C)C.Cl.CN(C)CCCN=C=NCC, predict the reaction product. (2) Given the reactants Br[C:2]1[CH:3]=[C:4]([C:23]([OH:25])=[O:24])[C:5]2[O:9][C:8]([C:16]3[CH:21]=[CH:20][CH:19]=[CH:18][CH:17]=3)([C:10]3[CH:15]=[CH:14][CH:13]=[CH:12][CH:11]=3)[O:7][C:6]=2[CH:22]=1.O(C)[Li].CON(C)[C:32]([CH:34]1[CH2:39][CH2:38][CH2:37][CH2:36][CH2:35]1)=[O:33], predict the reaction product. The product is: [CH:34]1([C:32]([C:2]2[CH:3]=[C:4]([C:23]([OH:25])=[O:24])[C:5]3[O:9][C:8]([C:16]4[CH:21]=[CH:20][CH:19]=[CH:18][CH:17]=4)([C:10]4[CH:15]=[CH:14][CH:13]=[CH:12][CH:11]=4)[O:7][C:6]=3[CH:22]=2)=[O:33])[CH2:39][CH2:38][CH2:37][CH2:36][CH2:35]1. (3) Given the reactants [NH2:1][C:2]1[C:7]2[C:8](=[O:20])[N:9]([C:13]3[CH:18]=[CH:17][C:16](I)=[CH:15][CH:14]=3)[CH2:10][CH2:11][O:12][C:6]=2[N:5]=[CH:4][N:3]=1.[CH3:21][O:22][C:23](=[O:40])[CH2:24][CH:25]1[CH2:30][CH2:29][C:28](B2OC(C)(C)C(C)(C)O2)=[CH:27][CH2:26]1.C(=O)([O-])[O-].[Cs+].[Cs+], predict the reaction product. The product is: [NH2:1][C:2]1[C:7]2[C:8](=[O:20])[N:9]([C:13]3[CH:18]=[CH:17][C:16]([C:28]4[CH2:29][CH2:30][CH:25]([CH2:24][C:23]([O:22][CH3:21])=[O:40])[CH2:26][CH:27]=4)=[CH:15][CH:14]=3)[CH2:10][CH2:11][O:12][C:6]=2[N:5]=[CH:4][N:3]=1. (4) Given the reactants [CH2:1]([O:3][C:4]([C:6]1[NH:7][CH:8]=[C:9]2[CH:18]([C:19]3[O:20][C:21]([S:24][C:25]4[NH:29][C:28]5[CH:30]=[CH:31][C:32]([OH:34])=[CH:33][C:27]=5[N:26]=4)=[CH:22][CH:23]=3)[C:17]3[C:16](=[O:35])[CH2:15][N:14](OC(C)(C)C)[CH2:13][C:12]=3[NH:11][C:10]=12)=[O:5])[CH3:2].[ClH:41], predict the reaction product. The product is: [ClH:41].[CH2:1]([O:3][C:4]([C:6]1[NH:7][CH:8]=[C:9]2[CH:18]([C:19]3[O:20][C:21]([S:24][C:25]4[NH:29][C:28]5[CH:30]=[CH:31][C:32]([OH:34])=[CH:33][C:27]=5[N:26]=4)=[CH:22][CH:23]=3)[C:17]3[C:16](=[O:35])[CH2:15][NH:14][CH2:13][C:12]=3[NH:11][C:10]=12)=[O:5])[CH3:2]. (5) Given the reactants [Cl:1][C:2]1[CH:7]=[CH:6][C:5]([CH2:8][CH2:9][OH:10])=[CH:4][CH:3]=1.I[CH2:12][C:13]([O:15][CH2:16][CH3:17])=[O:14].C(C1C=CC=C(C(C)(C)C)N=1)(C)(C)C, predict the reaction product. The product is: [CH2:16]([O:15][C:13](=[O:14])[CH2:12][O:10][CH2:9][CH2:8][C:5]1[CH:6]=[CH:7][C:2]([Cl:1])=[CH:3][CH:4]=1)[CH3:17]. (6) The product is: [Cl:32][C:29]1[CH:30]=[CH:31][C:26]([N:23]2[CH2:22][CH2:21][C:20]([CH:18]([OH:19])[CH2:17][N:4]3[C:3]([CH3:11])=[C:2]([Cl:1])[C:6]([C:7]([F:9])([F:10])[F:8])=[N:5]3)([CH3:35])[CH2:25][CH2:24]2)=[CH:27][C:28]=1[O:33][CH3:34]. Given the reactants [Cl:1][C:2]1[C:3]([CH3:11])=[N:4][NH:5][C:6]=1[C:7]([F:10])([F:9])[F:8].[H-].[Na+].[H][H].Cl[CH2:17][CH:18]([C:20]1([CH3:35])[CH2:25][CH2:24][N:23]([C:26]2[CH:31]=[CH:30][C:29]([Cl:32])=[C:28]([O:33][CH3:34])[CH:27]=2)[CH2:22][CH2:21]1)[OH:19].[Br-].[Li+].ClO, predict the reaction product. (7) Given the reactants [NH2:1][C:2]1[CH:10]=[CH:9][CH:8]=[C:7]2[C:3]=1[C:4](=[O:28])[N:5]([CH:12]([C:17]1[CH:22]=[CH:21][C:20]([O:23][CH3:24])=[C:19]([O:25][CH2:26][CH3:27])[CH:18]=1)[CH2:13][C:14](=[O:16])[CH3:15])[C:6]2=[O:11].[Cl:29][CH2:30][C:31](Cl)=[O:32], predict the reaction product. The product is: [Cl:29][CH2:30][C:31]([NH:1][C:2]1[CH:10]=[CH:9][CH:8]=[C:7]2[C:3]=1[C:4](=[O:28])[N:5]([CH:12]([C:17]1[CH:22]=[CH:21][C:20]([O:23][CH3:24])=[C:19]([O:25][CH2:26][CH3:27])[CH:18]=1)[CH2:13][C:14](=[O:16])[CH3:15])[C:6]2=[O:11])=[O:32].